From a dataset of Peptide-MHC class II binding affinity with 134,281 pairs from IEDB. Regression. Given a peptide amino acid sequence and an MHC pseudo amino acid sequence, predict their binding affinity value. This is MHC class II binding data. (1) The peptide sequence is EKKYFAATQFESLAA. The MHC is HLA-DQA10501-DQB10201 with pseudo-sequence HLA-DQA10501-DQB10201. The binding affinity (normalized) is 0.463. (2) The peptide sequence is FIHFFTWGTMFVPKY. The MHC is DRB1_0401 with pseudo-sequence DRB1_0401. The binding affinity (normalized) is 0.482.